The task is: Predict the reactants needed to synthesize the given product.. This data is from Full USPTO retrosynthesis dataset with 1.9M reactions from patents (1976-2016). (1) Given the product [F:34][C:2]([F:33])([F:1])[C:3]1[CH:28]=[C:27]([C:29]([F:30])([F:32])[F:31])[CH:26]=[CH:25][C:4]=1[CH2:5][O:6][C:7]1[CH:15]=[CH:14][C:13](/[CH:16]=[C:17]2/[C:18]([NH:23][CH3:24])=[N:19][C:20](=[O:22])[S:21]/2)=[CH:12][C:8]=1[C:9]([NH2:37])=[O:10], predict the reactants needed to synthesize it. The reactants are: [F:1][C:2]([F:34])([F:33])[C:3]1[CH:28]=[C:27]([C:29]([F:32])([F:31])[F:30])[CH:26]=[CH:25][C:4]=1[CH2:5][O:6][C:7]1[CH:15]=[CH:14][C:13](/[CH:16]=[C:17]2/[C:18]([NH:23][CH3:24])=[N:19][C:20](=[O:22])[S:21]/2)=[CH:12][C:8]=1[C:9](O)=[O:10].[NH4+].O[N:37]1C2C=CC=CC=2N=N1.Cl.C(N=C=NCCCN(C)C)C.O. (2) Given the product [C:1]([C:5]1[CH:22]=[CH:21][CH:20]=[CH:19][C:6]=1[O:7][C:8]1[C:13]([NH2:14])=[CH:12][CH:11]=[C:10]([O:17][CH3:18])[N:9]=1)([CH3:4])([CH3:2])[CH3:3], predict the reactants needed to synthesize it. The reactants are: [C:1]([C:5]1[CH:22]=[CH:21][CH:20]=[CH:19][C:6]=1[O:7][C:8]1[C:13]([N+:14]([O-])=O)=[CH:12][CH:11]=[C:10]([O:17][CH3:18])[N:9]=1)([CH3:4])([CH3:3])[CH3:2].C(OCC)(=O)C.[H][H]. (3) Given the product [F:19][C:16]1[CH:17]=[CH:18][C:13]([O:12][CH:10]2[CH2:11][N:8]([C:6]3[CH:5]=[CH:4][N:3]=[C:2]([NH:20][C:21]4[CH:22]=[C:23]([CH:28]=[CH:29][CH:30]=4)[C:24]([NH:26][CH3:27])=[O:25])[N:7]=3)[CH2:9]2)=[CH:14][CH:15]=1, predict the reactants needed to synthesize it. The reactants are: Cl[C:2]1[N:7]=[C:6]([N:8]2[CH2:11][CH:10]([O:12][C:13]3[CH:18]=[CH:17][C:16]([F:19])=[CH:15][CH:14]=3)[CH2:9]2)[CH:5]=[CH:4][N:3]=1.[NH2:20][C:21]1[CH:22]=[C:23]([CH:28]=[CH:29][CH:30]=1)[C:24]([NH:26][CH3:27])=[O:25].FC(F)(F)C(O)=O. (4) The reactants are: [Br:1][C:2]1[N:3]=[C:4](Cl)[C:5]2[N:6]([C:8]([CH3:11])=[N:9][N:10]=2)[CH:7]=1.[NH2:13][CH:14]1[CH2:19][CH2:18][N:17]([C:20]([O:22][C:23]([CH3:26])([CH3:25])[CH3:24])=[O:21])[CH2:16][CH2:15]1. Given the product [Br:1][C:2]1[N:3]=[C:4]([NH:13][CH:14]2[CH2:15][CH2:16][N:17]([C:20]([O:22][C:23]([CH3:26])([CH3:25])[CH3:24])=[O:21])[CH2:18][CH2:19]2)[C:5]2[N:6]([C:8]([CH3:11])=[N:9][N:10]=2)[CH:7]=1, predict the reactants needed to synthesize it. (5) Given the product [CH2:1]([O:8][C:9]1[C:10]2[O:11][CH2:12][CH2:13][N:14]3[C:15](=[C:16]([CH:27]4[CH2:32][CH2:31][CH2:30][CH2:29][CH2:28]4)[C:17]4[CH:18]=[CH:19][C:20]([C:23]([O:25][CH3:26])=[O:24])=[CH:21][C:22]=43)[C:34]=2[CH:35]=[CH:36][CH:37]=1)[C:2]1[CH:7]=[CH:6][CH:5]=[CH:4][CH:3]=1, predict the reactants needed to synthesize it. The reactants are: [CH2:1]([O:8][C:9]1[CH:37]=[CH:36][CH:35]=[CH:34][C:10]=1[O:11][CH2:12][CH2:13][N:14]1[C:22]2[C:17](=[CH:18][CH:19]=[C:20]([C:23]([O:25][CH3:26])=[O:24])[CH:21]=2)[C:16]([CH:27]2[CH2:32][CH2:31][CH2:30][CH2:29][CH2:28]2)=[C:15]1Br)[C:2]1[CH:7]=[CH:6][CH:5]=[CH:4][CH:3]=1.C([O-])(=O)C.[K+].